Dataset: Forward reaction prediction with 1.9M reactions from USPTO patents (1976-2016). Task: Predict the product of the given reaction. (1) Given the reactants [Br:1][C:2]1[CH:3]=[C:4]([F:12])[C:5]([OH:11])=[C:6]([C:8](=[O:10])[CH3:9])[CH:7]=1.[CH2:13]([CH:15]1[O:17][CH2:16]1)Br.C([O-])([O-])=O.[K+].[K+].O, predict the reaction product. The product is: [Br:1][C:2]1[CH:3]=[C:4]([F:12])[C:5]([O:11][CH2:13][CH:15]2[CH2:16][O:17]2)=[C:6]([C:8](=[O:10])[CH3:9])[CH:7]=1. (2) Given the reactants [N:1]1[C:6]2[CH:7]=[CH:8][CH:9]=[CH:10][C:5]=2[C:4](=[O:11])[NH:3][N:2]=1.C(=O)([O-])[O-].[K+].[K+].[Br:18][CH:19](Br)[CH3:20], predict the reaction product. The product is: [Br:18][CH2:19][CH2:20][N:3]1[C:4](=[O:11])[C:5]2[CH:10]=[CH:9][CH:8]=[CH:7][C:6]=2[N:1]=[N:2]1. (3) The product is: [Si:14]([O:31][CH2:32][CH2:33][O:34][CH2:35][C@H:36]([O:41][C:42]1[N:47]=[CH:46][N:45]=[C:44]2[N:48]([C:51]3[CH:56]=[CH:55][CH:54]=[C:53]([Cl:57])[C:52]=3[Cl:58])[N:49]=[CH:50][C:43]=12)[C:37]([NH:5][C:6]1[CH:13]=[CH:12][C:9]([C:10]#[N:11])=[CH:8][N:7]=1)=[O:38])([C:27]([CH3:28])([CH3:29])[CH3:30])([C:21]1[CH:22]=[CH:23][CH:24]=[CH:25][CH:26]=1)[C:15]1[CH:20]=[CH:19][CH:18]=[CH:17][CH:16]=1. Given the reactants C[Al](C)C.[NH2:5][C:6]1[CH:13]=[CH:12][C:9]([C:10]#[N:11])=[CH:8][N:7]=1.[Si:14]([O:31][CH2:32][CH2:33][O:34][CH2:35][C@H:36]([O:41][C:42]1[N:47]=[CH:46][N:45]=[C:44]2[N:48]([C:51]3[CH:56]=[CH:55][CH:54]=[C:53]([Cl:57])[C:52]=3[Cl:58])[N:49]=[CH:50][C:43]=12)[C:37](OC)=[O:38])([C:27]([CH3:30])([CH3:29])[CH3:28])([C:21]1[CH:26]=[CH:25][CH:24]=[CH:23][CH:22]=1)[C:15]1[CH:20]=[CH:19][CH:18]=[CH:17][CH:16]=1, predict the reaction product. (4) Given the reactants [CH2:1]([O:8][C:9]1[CH:10]=[C:11]([CH:20]=[CH:21][C:22]=1[N+:23]([O-])=O)[O:12][Si:13]([C:16]([CH3:19])([CH3:18])[CH3:17])([CH3:15])[CH3:14])[C:2]1[CH:7]=[CH:6][CH:5]=[CH:4][CH:3]=1, predict the reaction product. The product is: [CH2:1]([O:8][C:9]1[CH:10]=[C:11]([O:12][Si:13]([C:16]([CH3:18])([CH3:17])[CH3:19])([CH3:14])[CH3:15])[CH:20]=[CH:21][C:22]=1[NH2:23])[C:2]1[CH:3]=[CH:4][CH:5]=[CH:6][CH:7]=1. (5) Given the reactants C([O:5][C:6]([C:8]1[CH:13]=[C:12](OC2C=CC(NC)=C(N)C=2)[CH:11]=[CH:10][N:9]=1)=[O:7])(C)(C)C.NC(N)=S.IC.C(OC(C1C=C([O:43][C:44]2[CH:65]=[CH:64][C:47]3[N:48]([CH3:63])[C:49]([NH:51][C:52]4[CH:57]=[CH:56][C:55]([Cl:58])=[C:54]([C:59]([F:62])([F:61])[F:60])[CH:53]=4)=[N:50][C:46]=3[CH:45]=2)C=CN=1)=O)(C)(C)C.FC(F)(F)C(O)=O, predict the reaction product. The product is: [Cl:58][C:55]1[CH:56]=[CH:57][C:52]([NH:51][C:49]2[N:48]([CH3:63])[C:47]3[CH:64]=[CH:65][C:44]([O:43][C:8]4([C:6]([OH:7])=[O:5])[CH:13]=[CH:12][CH:11]=[CH:10][NH:9]4)=[CH:45][C:46]=3[N:50]=2)=[CH:53][C:54]=1[C:59]([F:62])([F:61])[F:60]. (6) Given the reactants ON1C2N=CC=CC=2N=N1.ClCCl.[Br:14][C:15]1[CH:21]=[CH:20][CH:19]=[CH:18][C:16]=1[NH2:17].[CH2:22]([N:24]([CH2:32][CH2:33][CH2:34][C:35](O)=[O:36])[C:25]1[CH:30]=[CH:29][CH:28]=[C:27]([CH3:31])[CH:26]=1)[CH3:23], predict the reaction product. The product is: [Br:14][C:15]1[CH:21]=[CH:20][CH:19]=[CH:18][C:16]=1[NH:17][C:35](=[O:36])[CH2:34][CH2:33][CH2:32][N:24]([CH2:22][CH3:23])[C:25]1[CH:30]=[CH:29][CH:28]=[C:27]([CH3:31])[CH:26]=1.